Dataset: Forward reaction prediction with 1.9M reactions from USPTO patents (1976-2016). Task: Predict the product of the given reaction. Given the reactants [Br:1][C:2]1[CH:3]=[C:4]([OH:9])[CH:5]=[C:6]([F:8])[CH:7]=1.Cl[CH:11]([F:13])[F:12], predict the reaction product. The product is: [Br:1][C:2]1[CH:3]=[C:4]([O:9][CH:11]([F:13])[F:12])[CH:5]=[C:6]([F:8])[CH:7]=1.